From a dataset of Full USPTO retrosynthesis dataset with 1.9M reactions from patents (1976-2016). Predict the reactants needed to synthesize the given product. (1) Given the product [N:17]([CH2:6][C@@H:7]([NH:9][C:10](=[O:11])[O:12][C:13]([CH3:16])([CH3:15])[CH3:14])[CH3:8])=[N+:18]=[N-:19], predict the reactants needed to synthesize it. The reactants are: CS(O[CH2:6][C@H:7]([NH:9][C:10]([O:12][C:13]([CH3:16])([CH3:15])[CH3:14])=[O:11])[CH3:8])(=O)=O.[N-:17]=[N+:18]=[N-:19].[Na+]. (2) The reactants are: [Cl:1][C:2]1[CH:3]=[CH:4][C:5]([O:21][CH2:22][C:23]2[CH:28]=[CH:27][CH:26]=[CH:25][CH:24]=2)=[C:6]([CH2:8][C:9]2[O:13][C:12]([C:14](/[N:16]=[CH:17]/[N:18](C)C)=O)=[CH:11][CH:10]=2)[CH:7]=1.O.[NH2:30]N. Given the product [Cl:1][C:2]1[CH:3]=[CH:4][C:5]([O:21][CH2:22][C:23]2[CH:28]=[CH:27][CH:26]=[CH:25][CH:24]=2)=[C:6]([CH2:8][C:9]2[O:13][C:12]([C:14]3[N:16]=[CH:17][NH:18][N:30]=3)=[CH:11][CH:10]=2)[CH:7]=1, predict the reactants needed to synthesize it.